This data is from Full USPTO retrosynthesis dataset with 1.9M reactions from patents (1976-2016). The task is: Predict the reactants needed to synthesize the given product. (1) Given the product [C:16]1([CH2:15][O:14][C:6]2[C:5]([F:4])=[CH:10][CH:9]=[CH:8][C:7]=2[Cl:34])[CH:21]=[CH:20][CH:19]=[CH:18][CH:17]=1, predict the reactants needed to synthesize it. The reactants are: C[O-].[Na+].[F:4][C:5]1[C:6]([O:14][CH2:15][C:16]2[CH:21]=[CH:20][CH:19]=[CH:18][CH:17]=2)=[C:7](C(=N)N)[CH:8]=[CH:9][CH:10]=1.C(C(CC(C)C)C(OC)=O)(=O)C.[Cl:34]C1C=CC=C(F)C=1O.C([O-])([O-])=O.[Cs+].[Cs+].C(Br)C1C=CC=CC=1. (2) Given the product [S:9]([OH:12])(=[O:11])(=[O:10])[CH3:8].[NH2:3][NH:4][C:5]([NH2:7])=[O:6], predict the reactants needed to synthesize it. The reactants are: N.Cl.[NH2:3][NH:4][C:5]([NH2:7])=[O:6].[CH3:8][S:9]([OH:12])(=[O:11])=[O:10].